Dataset: NCI-60 drug combinations with 297,098 pairs across 59 cell lines. Task: Regression. Given two drug SMILES strings and cell line genomic features, predict the synergy score measuring deviation from expected non-interaction effect. (1) Drug 1: CC1=C(C(CCC1)(C)C)C=CC(=CC=CC(=CC(=O)O)C)C. Drug 2: C1=CN(C=N1)CC(O)(P(=O)(O)O)P(=O)(O)O. Cell line: PC-3. Synergy scores: CSS=-2.01, Synergy_ZIP=0.998, Synergy_Bliss=-0.534, Synergy_Loewe=0.241, Synergy_HSA=-3.42. (2) Drug 1: CC1=C(C=C(C=C1)NC2=NC=CC(=N2)N(C)C3=CC4=NN(C(=C4C=C3)C)C)S(=O)(=O)N.Cl. Drug 2: C1CN1P(=S)(N2CC2)N3CC3. Cell line: HS 578T. Synergy scores: CSS=-5.91, Synergy_ZIP=-2.23, Synergy_Bliss=-8.36, Synergy_Loewe=-14.4, Synergy_HSA=-10.5. (3) Drug 1: C1CCN(CC1)CCOC2=CC=C(C=C2)C(=O)C3=C(SC4=C3C=CC(=C4)O)C5=CC=C(C=C5)O. Drug 2: CC1=CC=C(C=C1)C2=CC(=NN2C3=CC=C(C=C3)S(=O)(=O)N)C(F)(F)F. Cell line: T-47D. Synergy scores: CSS=6.08, Synergy_ZIP=-3.74, Synergy_Bliss=-2.70, Synergy_Loewe=-0.0156, Synergy_HSA=0.356. (4) Drug 1: CN(C)N=NC1=C(NC=N1)C(=O)N. Drug 2: CCN(CC)CCCC(C)NC1=C2C=C(C=CC2=NC3=C1C=CC(=C3)Cl)OC. Cell line: NCI-H226. Synergy scores: CSS=12.5, Synergy_ZIP=-1.56, Synergy_Bliss=-1.99, Synergy_Loewe=-13.0, Synergy_HSA=-4.24. (5) Synergy scores: CSS=16.8, Synergy_ZIP=-4.76, Synergy_Bliss=0.744, Synergy_Loewe=-2.29, Synergy_HSA=0.106. Drug 1: C1=C(C(=O)NC(=O)N1)N(CCCl)CCCl. Drug 2: C(CCl)NC(=O)N(CCCl)N=O. Cell line: RXF 393. (6) Cell line: DU-145. Drug 1: CNC(=O)C1=NC=CC(=C1)OC2=CC=C(C=C2)NC(=O)NC3=CC(=C(C=C3)Cl)C(F)(F)F. Drug 2: C1CCC(C(C1)N)N.C(=O)(C(=O)[O-])[O-].[Pt+4]. Synergy scores: CSS=22.4, Synergy_ZIP=-9.08, Synergy_Bliss=-5.83, Synergy_Loewe=-4.41, Synergy_HSA=-4.32. (7) Drug 1: C1=CC(=CC=C1CCCC(=O)O)N(CCCl)CCCl. Drug 2: CC=C1C(=O)NC(C(=O)OC2CC(=O)NC(C(=O)NC(CSSCCC=C2)C(=O)N1)C(C)C)C(C)C. Cell line: A498. Synergy scores: CSS=54.0, Synergy_ZIP=-8.04, Synergy_Bliss=-3.51, Synergy_Loewe=-3.17, Synergy_HSA=-0.619. (8) Drug 1: CC1=C2C(C(=O)C3(C(CC4C(C3C(C(C2(C)C)(CC1OC(=O)C(C(C5=CC=CC=C5)NC(=O)C6=CC=CC=C6)O)O)OC(=O)C7=CC=CC=C7)(CO4)OC(=O)C)O)C)OC(=O)C. Drug 2: CCCCC(=O)OCC(=O)C1(CC(C2=C(C1)C(=C3C(=C2O)C(=O)C4=C(C3=O)C=CC=C4OC)O)OC5CC(C(C(O5)C)O)NC(=O)C(F)(F)F)O. Cell line: UO-31. Synergy scores: CSS=59.6, Synergy_ZIP=9.45, Synergy_Bliss=9.97, Synergy_Loewe=10.6, Synergy_HSA=10.8. (9) Drug 1: C1CCN(CC1)CCOC2=CC=C(C=C2)C(=O)C3=C(SC4=C3C=CC(=C4)O)C5=CC=C(C=C5)O. Drug 2: COCCOC1=C(C=C2C(=C1)C(=NC=N2)NC3=CC=CC(=C3)C#C)OCCOC.Cl. Cell line: UO-31. Synergy scores: CSS=16.8, Synergy_ZIP=-5.08, Synergy_Bliss=-2.86, Synergy_Loewe=-3.84, Synergy_HSA=-0.453. (10) Drug 1: CC1=C(C=C(C=C1)C(=O)NC2=CC(=CC(=C2)C(F)(F)F)N3C=C(N=C3)C)NC4=NC=CC(=N4)C5=CN=CC=C5. Drug 2: CC(C)(C#N)C1=CC(=CC(=C1)CN2C=NC=N2)C(C)(C)C#N. Cell line: RXF 393. Synergy scores: CSS=-3.17, Synergy_ZIP=1.71, Synergy_Bliss=0.682, Synergy_Loewe=-1.35, Synergy_HSA=-1.97.